Task: Predict the reaction yield, written as a fraction of the theoretical maximum amount of product (1.0 means a 100% yield; for example, 0.34 means a 34% yield).. Dataset: Reaction yield outcomes from USPTO patents with 853,638 reactions The reactants are Cl.[F:2][C:3]1([F:9])[CH2:7][CH2:6][CH:5]([NH2:8])[CH2:4]1.[C:10](Cl)([O:12][CH2:13][C:14]1[CH:19]=[CH:18][CH:17]=[CH:16][CH:15]=1)=[O:11].O. The catalyst is C(Cl)Cl. The product is [F:2][C:3]1([F:9])[CH2:7][CH2:6][CH:5]([NH:8][C:10](=[O:11])[O:12][CH2:13][C:14]2[CH:19]=[CH:18][CH:17]=[CH:16][CH:15]=2)[CH2:4]1. The yield is 0.620.